This data is from Full USPTO retrosynthesis dataset with 1.9M reactions from patents (1976-2016). The task is: Predict the reactants needed to synthesize the given product. (1) Given the product [NH2:27][C:20]1[C:19]2[N:18]=[C:17]([CH3:28])[N:16]([CH2:15][CH2:14][O:13][CH2:12][CH2:11][NH:10][S:2]([CH3:1])(=[O:5])=[O:3])[C:24]=2[C:23]([CH3:25])=[C:22]([CH3:26])[N:21]=1, predict the reactants needed to synthesize it. The reactants are: [CH3:1][S:2]([O:5]S(C)(=O)=O)(=O)=[O:3].[NH2:10][CH2:11][CH2:12][O:13][CH2:14][CH2:15][N:16]1[C:24]2[C:23]([CH3:25])=[C:22]([CH3:26])[N:21]=[C:20]([NH2:27])[C:19]=2[N:18]=[C:17]1[CH3:28].C(N(CC)CC)C. (2) Given the product [C:1]([S:14]([NH:24][CH2:18][CH2:19][CH2:20][CH2:21][CH2:22][CH3:23])(=[O:16])=[O:15])([C:4]([C:7]([C:10]([F:13])([F:12])[F:11])([F:9])[F:8])([F:6])[F:5])([F:3])[F:2], predict the reactants needed to synthesize it. The reactants are: [C:1]([S:14](F)(=[O:16])=[O:15])([C:4]([C:7]([C:10]([F:13])([F:12])[F:11])([F:9])[F:8])([F:6])[F:5])([F:3])[F:2].[CH2:18]([NH2:24])[CH2:19][CH2:20][CH2:21][CH2:22][CH3:23].C(N(CC)CC)C. (3) Given the product [F:38][C:37]([F:40])([F:39])[S:34]([O-:36])(=[O:35])=[O:33].[CH2:17]([O:19][C:20]([CH2:23][C:24]1[CH:29]=[CH:28][C:27]([N+:30]([O-:32])=[O:31])=[CH:26][CH:25]=1)([PH2:21]=[O:22])[N+:7]12[C:16]3[N:11]([CH2:12][CH2:13][N:14]4[C:15]=3[N:4]([CH2:5][CH2:6]1)[CH2:3][CH2:2][CH2:1]4)[CH2:10][CH2:9][CH2:8]2)[CH3:18], predict the reactants needed to synthesize it. The reactants are: [CH2:1]1[N:14]2[C:15]3=[C:16]4[N:11]([CH2:12][CH2:13]2)[CH2:10][CH2:9][CH2:8][N:7]4[CH2:6][CH2:5][N:4]3[CH2:3][CH2:2]1.[CH2:17]([O:19][C:20]([O:33][S:34]([C:37]([F:40])([F:39])[F:38])(=[O:36])=[O:35])([CH2:23][C:24]1[CH:29]=[CH:28][C:27]([N+:30]([O-:32])=[O:31])=[CH:26][CH:25]=1)[PH2:21]=[O:22])[CH3:18]. (4) Given the product [CH2:1]([O:8][C:9]1[CH:10]=[C:11]2[C:16](=[CH:17][CH:18]=1)[C:15](=[O:19])[N:14]([CH2:20][CH:21]([CH3:23])[CH3:22])[C:13]([C:24]([O:26][CH2:27][CH3:28])=[O:25])=[C:12]2[O:29][CH2:34][CH2:33][CH2:32][C:31]([F:37])([F:36])[F:30])[C:2]1[CH:7]=[CH:6][CH:5]=[CH:4][CH:3]=1, predict the reactants needed to synthesize it. The reactants are: [CH2:1]([O:8][C:9]1[CH:10]=[C:11]2[C:16](=[CH:17][CH:18]=1)[C:15](=[O:19])[N:14]([CH2:20][CH:21]([CH3:23])[CH3:22])[C:13]([C:24]([O:26][CH2:27][CH3:28])=[O:25])=[C:12]2[OH:29])[C:2]1[CH:7]=[CH:6][CH:5]=[CH:4][CH:3]=1.[F:30][C:31]([F:37])([F:36])[CH2:32][CH2:33][CH2:34]O.C(P(CCCC)CCCC)CCC.N(C(N1CCCCC1)=O)=NC(N1CCCCC1)=O. (5) Given the product [C:1]([N:25]1[C:26]2[C:31](=[CH:30][CH:29]=[CH:28][CH:27]=2)[C@H:32]([NH:34][C:35]2[CH:40]=[CH:39][CH:38]=[CH:37][CH:36]=2)[CH2:33][C@@H:24]1[CH3:23])(=[O:9])[C:2]1[CH:3]=[CH:4][N:5]=[CH:6][CH:7]=1, predict the reactants needed to synthesize it. The reactants are: [C:1]([OH:9])(=O)[C:2]1[CH:7]=[CH:6][N:5]=[CH:4][CH:3]=1.C(Cl)(=O)C(Cl)=O.C(N(CC)CC)C.[CH3:23][C@H:24]1[CH2:33][C@H:32]([NH:34][C:35]2[CH:40]=[CH:39][CH:38]=[CH:37][CH:36]=2)[C:31]2[C:26](=[CH:27][CH:28]=[CH:29][CH:30]=2)[NH:25]1.